Dataset: Full USPTO retrosynthesis dataset with 1.9M reactions from patents (1976-2016). Task: Predict the reactants needed to synthesize the given product. (1) Given the product [CH3:1][C:2]1[CH:3]=[CH:4][CH:5]=[C:6]2[C:11]=1[C:10]([CH:12]=[O:13])=[CH:9][CH:8]=[CH:7]2, predict the reactants needed to synthesize it. The reactants are: [CH3:1][C:2]1[CH:3]=[CH:4][CH:5]=[C:6]2[C:11]=1[C:10]([CH2:12][OH:13])=[CH:9][CH:8]=[CH:7]2. (2) Given the product [CH3:24][O:23][CH2:22][CH2:21][CH2:20][CH2:19][N:6]1[C:5]2[CH:9]=[C:10]([C:13]([O:15][CH2:16][CH3:17])=[O:14])[CH:11]=[CH:12][C:4]=2[S:3][C@H:2]([CH3:1])[C:7]1=[O:8], predict the reactants needed to synthesize it. The reactants are: [CH3:1][C@@H:2]1[C:7](=[O:8])[NH:6][C:5]2[CH:9]=[C:10]([C:13]([O:15][CH2:16][CH3:17])=[O:14])[CH:11]=[CH:12][C:4]=2[S:3]1.Cl[CH2:19][CH2:20][CH2:21][CH2:22][O:23][CH3:24].C(=O)([O-])[O-].[K+].[K+].[I-].[K+]. (3) Given the product [CH3:1][N:2]1[CH2:7][CH2:6][N:5]([CH2:8][C:9]2[CH:16]=[C:15]([C:23](=[O:22])[CH3:24])[CH:14]=[CH:11][CH:10]=2)[CH2:4][CH2:3]1, predict the reactants needed to synthesize it. The reactants are: [CH3:1][N:2]1[CH2:7][CH2:6][N:5]([CH2:8][C:9]2[CH:10]=[C:11]([CH:14]=[CH:15][CH:16]=2)C#N)[CH2:4][CH2:3]1.C[Mg]Br.C([O:22][CH2:23][CH3:24])C.Cl.[OH-].[Na+]. (4) Given the product [CH3:34][O:33][C:28]1[CH:27]=[C:26]([O:35][CH3:36])[CH:25]=[C:24]2[C:29]=1[C:30](=[O:32])[NH:31][C:22]([C:19]1[CH:20]=[CH:21][C:16]([O:15][CH2:14][CH2:13][NH:12][C:10]3[NH:9][C:1]([C:2]4[CH:7]=[CH:6][CH:5]=[CH:4][CH:3]=4)=[N:40][N:39]=3)=[C:17]([CH3:37])[CH:18]=1)=[N:23]2, predict the reactants needed to synthesize it. The reactants are: [C:1]([NH:9][C:10]([NH:12][CH2:13][CH2:14][O:15][C:16]1[CH:21]=[CH:20][C:19]([C:22]2[NH:31][C:30](=[O:32])[C:29]3[C:24](=[CH:25][C:26]([O:35][CH3:36])=[CH:27][C:28]=3[O:33][CH3:34])[N:23]=2)=[CH:18][C:17]=1[CH3:37])=S)(=O)[C:2]1[CH:7]=[CH:6][CH:5]=[CH:4][CH:3]=1.O.[NH2:39][NH2:40].